Dataset: Full USPTO retrosynthesis dataset with 1.9M reactions from patents (1976-2016). Task: Predict the reactants needed to synthesize the given product. (1) The reactants are: [OH:1][CH:2](CO)[CH2:3][C:4]1([C:18]([O:20][C:21]([CH3:24])([CH3:23])[CH3:22])=[O:19])[CH2:8][C:7](=[O:9])[N:6]([C:10]2[C:15]([CH3:16])=[CH:14][CH:13]=[CH:12][C:11]=2[CH3:17])[CH2:5]1.O.CO. Given the product [CH3:16][C:15]1[CH:14]=[CH:13][CH:12]=[C:11]([CH3:17])[C:10]=1[N:6]1[C:7](=[O:9])[CH2:8][C:4]([CH2:3][CH:2]=[O:1])([C:18]([O:20][C:21]([CH3:23])([CH3:24])[CH3:22])=[O:19])[CH2:5]1, predict the reactants needed to synthesize it. (2) Given the product [NH2:14][C:9]1[CH:10]=[N:11][CH:12]=[CH:13][C:8]=1[N:5]1[CH2:6][CH2:7][CH:2]([F:1])[CH:3]([NH:17][C:18](=[O:24])[O:19][C:20]([CH3:22])([CH3:21])[CH3:23])[CH2:4]1, predict the reactants needed to synthesize it. The reactants are: [F:1][CH:2]1[CH2:7][CH2:6][N:5]([C:8]2[CH:13]=[CH:12][N:11]=[CH:10][C:9]=2[N+:14]([O-])=O)[CH2:4][CH:3]1[NH:17][C:18](=[O:24])[O:19][C:20]([CH3:23])([CH3:22])[CH3:21].